From a dataset of Reaction yield outcomes from USPTO patents with 853,638 reactions. Predict the reaction yield, written as a fraction of the theoretical maximum amount of product (1.0 means a 100% yield; for example, 0.34 means a 34% yield). (1) The reactants are [CH3:16][C:11]1([CH3:17])[C:12]([CH3:15])([CH3:14])[O:13][B:9]([B:9]2[O:13][C:12]([CH3:15])([CH3:14])[C:11]([CH3:17])([CH3:16])[O:10]2)[O:10]1.[F:19][C:20]1[C:27]([CH2:28][O:29][CH3:30])=[CH:26][CH:25]=[CH:24][C:21]=1[C:22]#[N:23]. The catalyst is CCCCCC.CCOC(C)=O. The product is [F:19][C:20]1[C:27]([CH2:28][O:29][CH3:30])=[CH:26][C:25]([B:9]2[O:10][C:11]([CH3:16])([CH3:17])[C:12]([CH3:14])([CH3:15])[O:13]2)=[CH:24][C:21]=1[C:22]#[N:23]. The yield is 0.190. (2) The reactants are [Br:1][C:2]1[CH:7]=[CH:6][C:5]([O:8][CH3:9])=[CH:4][C:3]=1[CH3:10].[Br:11]N1C(=O)CCC1=O. The catalyst is ClC(Cl)C.CC(N=NC(C#N)(C)C)(C#N)C. The product is [Br:1][C:2]1[CH:7]=[CH:6][C:5]([O:8][CH3:9])=[CH:4][C:3]=1[CH2:10][Br:11]. The yield is 0.640. (3) The product is [C:23]12([NH:33][C:20]([C:14]3[CH:13]=[N:12][N:11]([C:8]4[CH:7]=[CH:6][C:5]([C:3]([O:2][CH3:1])=[O:4])=[CH:10][CH:9]=4)[C:15]=3[S:16][CH2:17][CH2:18][CH3:19])=[O:22])[CH2:30][CH:29]3[CH2:28][CH:27]([CH2:26][CH:25]([CH2:31]3)[CH2:24]1)[CH2:32]2. The reactants are [CH3:1][O:2][C:3]([C:5]1[CH:10]=[CH:9][C:8]([N:11]2[C:15]([S:16][CH2:17][CH2:18][CH3:19])=[C:14]([C:20]([OH:22])=O)[CH:13]=[N:12]2)=[CH:7][CH:6]=1)=[O:4].[C:23]12([NH2:33])[CH2:32][CH:27]3[CH2:28][CH:29]([CH2:31][CH:25]([CH2:26]3)[CH2:24]1)[CH2:30]2.C1C=CC2N(O)N=NC=2C=1.CCN(C(C)C)C(C)C.CCN=C=NCCCN(C)C. The catalyst is CN(C=O)C.C(OCC)(=O)C. The yield is 0.630. (4) The reactants are [OH:1][C:2]1[CH:11]=[C:10]2[C:5]([C:6]([S:12][CH3:13])=[N:7][CH:8]=[N:9]2)=[CH:4][CH:3]=1.[Br:14][CH2:15][CH2:16]Br.C(=O)([O-])[O-].[K+].[K+]. The catalyst is CN(C)C=O. The product is [Br:14][CH2:15][CH2:16][O:1][C:2]1[CH:11]=[C:10]2[C:5]([C:6]([S:12][CH3:13])=[N:7][CH:8]=[N:9]2)=[CH:4][CH:3]=1. The yield is 0.110. (5) The reactants are C[C:2]1([C:7]([OH:9])=[O:8])[CH2:6][CH2:5][CH2:4][CH2:3]1.[CH:10](NC(C)C)(C)C.[Li].[CH3:18][O:19][C:20](Cl)=[O:21]. The catalyst is C1COCC1. The product is [C:2]1([C:7]([O:9][CH3:10])=[O:8])([C:20]([O:19][CH3:18])=[O:21])[CH2:6][CH2:5][CH2:4][CH2:3]1. The yield is 0.930. (6) The reactants are [CH3:1][C:2]1[C:7]([C:8]#[N:9])=[C:6]([NH:10][C@H:11]([C:13]2[N:18]=[C:17]3[CH:19]=[CH:20][N:21]([CH3:22])[C:16]3=[CH:15][C:14]=2[N:23]2[CH2:28][CH2:27][O:26][CH2:25][CH2:24]2)[CH3:12])[N:5]=[C:4](S(C)(=O)=O)[N:3]=1.[NH3:33]. The catalyst is O1CCOCC1. The product is [NH2:33][C:4]1[N:3]=[C:2]([CH3:1])[C:7]([C:8]#[N:9])=[C:6]([NH:10][C@H:11]([C:13]2[N:18]=[C:17]3[CH:19]=[CH:20][N:21]([CH3:22])[C:16]3=[CH:15][C:14]=2[N:23]2[CH2:28][CH2:27][O:26][CH2:25][CH2:24]2)[CH3:12])[N:5]=1. The yield is 0.170. (7) The reactants are [C:1]([C:4]1[CH:28]=[CH:27][C:7]([O:8][CH2:9][C:10]2[CH:15]=[CH:14][C:13]([CH:16]([OH:26])[C:17]3[CH:18]=[C:19]([CH:23]=[CH:24][CH:25]=3)[C:20]([OH:22])=[O:21])=[CH:12][CH:11]=2)=[C:6]([CH2:29][CH2:30][CH3:31])[C:5]=1[OH:32])(=[O:3])[CH3:2].O1CCCC1.C(C(CCCC)C([O-])=O)C.[Na+:48]. The catalyst is C(OCC)(=O)C. The product is [C:1]([C:4]1[CH:28]=[CH:27][C:7]([O:8][CH2:9][C:10]2[CH:11]=[CH:12][C:13]([CH:16]([OH:26])[C:17]3[CH:18]=[C:19]([CH:23]=[CH:24][CH:25]=3)[C:20]([O-:22])=[O:21])=[CH:14][CH:15]=2)=[C:6]([CH2:29][CH2:30][CH3:31])[C:5]=1[OH:32])(=[O:3])[CH3:2].[Na+:48]. The yield is 0.940.